Dataset: Full USPTO retrosynthesis dataset with 1.9M reactions from patents (1976-2016). Task: Predict the reactants needed to synthesize the given product. (1) Given the product [F:1][C:2]1[C:7]([N+:24]([O-:26])=[O:25])=[CH:6][CH:5]=[C:4]([F:8])[C:3]=1[C:9]1[N:14]=[C:13]([C:15]([OH:17])=[O:16])[CH:12]=[CH:11][C:10]=1[F:18], predict the reactants needed to synthesize it. The reactants are: [F:1][C:2]1[CH:7]=[CH:6][CH:5]=[C:4]([F:8])[C:3]=1[C:9]1[N:14]=[C:13]([C:15]([OH:17])=[O:16])[CH:12]=[CH:11][C:10]=1[F:18].OS(O)(=O)=O.[N+:24]([O-])([OH:26])=[O:25]. (2) Given the product [CH3:18][CH:19]([CH3:23])[CH2:20][CH2:21][NH:22][CH2:1][C:3]1[S:7][C:6]([O:8][C:9]2[CH:17]=[CH:16][C:12]([C:13]([NH2:15])=[O:14])=[CH:11][CH:10]=2)=[CH:5][CH:4]=1, predict the reactants needed to synthesize it. The reactants are: [CH:1]([C:3]1[S:7][C:6]([O:8][C:9]2[CH:17]=[CH:16][C:12]([C:13]([NH2:15])=[O:14])=[CH:11][CH:10]=2)=[CH:5][CH:4]=1)=O.[CH3:18][CH:19]([CH3:23])[CH2:20][CH2:21][NH2:22].C([O-])([O-])OC.[BH4-].[Na+]. (3) Given the product [CH2:1]([N:8]1[CH2:13][CH2:12][C:11]2([N:17]3[N:18]=[C:19]([C:23]4[CH:24]=[CH:25][C:26]([O:29][C:30]5[CH:31]=[CH:32][CH:33]=[CH:34][CH:35]=5)=[CH:27][CH:28]=4)[C:20]([C:21]([NH2:22])=[O:37])=[C:16]3[NH:15][C:14]2=[O:36])[CH2:10][CH2:9]1)[C:2]1[CH:7]=[CH:6][CH:5]=[CH:4][CH:3]=1, predict the reactants needed to synthesize it. The reactants are: [CH2:1]([N:8]1[CH2:13][CH2:12][C:11]2([N:17]3[N:18]=[C:19]([C:23]4[CH:28]=[CH:27][C:26]([O:29][C:30]5[CH:35]=[CH:34][CH:33]=[CH:32][CH:31]=5)=[CH:25][CH:24]=4)[C:20]([C:21]#[N:22])=[C:16]3[NH:15][C:14]2=[O:36])[CH2:10][CH2:9]1)[C:2]1[CH:7]=[CH:6][CH:5]=[CH:4][CH:3]=1.[OH2:37].